From a dataset of Catalyst prediction with 721,799 reactions and 888 catalyst types from USPTO. Predict which catalyst facilitates the given reaction. (1) Reactant: C([N:4]1[C:12]2[C:7](=[N:8][C:9](I)=[C:10]([Cl:13])[CH:11]=2)[N:6]=[C:5]1[O:15][C@@H:16]1[CH2:20][O:19][C@@H:18]2[C@H:21]([O:24][Si:25]([C:28]([CH3:31])([CH3:30])[CH3:29])([CH3:27])[CH3:26])[CH2:22][O:23][C@H:17]12)C=C.[CH:32]1([C:35]2[C:40]3[N:41]=[CH:42][S:43][C:39]=3[CH:38]=[CH:37][N:36]=2)[CH2:34][CH2:33]1.C(=O)([O-])[O-].[Cs+].[Cs+].CCOC(C)=O. Product: [Si:25]([O:24][C@H:21]1[CH:18]2[O:19][CH2:20][C@@H:16]([O:15][C:5]3[NH:4][C:12]4[C:7]([N:6]=3)=[N:8][C:9]([C:42]3[S:43][C:39]5[CH:38]=[CH:37][N:36]=[C:35]([CH:32]6[CH2:33][CH2:34]6)[C:40]=5[N:41]=3)=[C:10]([Cl:13])[CH:11]=4)[CH:17]2[O:23][CH2:22]1)([C:28]([CH3:30])([CH3:29])[CH3:31])([CH3:26])[CH3:27]. The catalyst class is: 122. (2) Reactant: [F:1][C:2]1[CH:7]=[CH:6][C:5]([NH:8][C:9]2[C:10]3[C:17]([CH3:18])=[C:16]([C:19]([O:21]C)=[O:20])[S:15][C:11]=3[N:12]=[CH:13][N:14]=2)=[C:4]([OH:23])[CH:3]=1.[OH-].[Na+].Cl. Product: [F:1][C:2]1[CH:7]=[CH:6][C:5]([NH:8][C:9]2[C:10]3[C:17]([CH3:18])=[C:16]([C:19]([OH:21])=[O:20])[S:15][C:11]=3[N:12]=[CH:13][N:14]=2)=[C:4]([OH:23])[CH:3]=1. The catalyst class is: 92. (3) Reactant: C[O:2][C:3](=[O:51])[CH2:4][C@H:5]([OH:50])[CH2:6][C@H:7]([OH:49])[CH:8]=[CH:9][C:10]1[N:11]([CH:46]([CH3:48])[CH3:47])[C:12]([C:29](=[O:45])[NH:30][C:31]2[CH:36]=[CH:35][C:34]([O:37][CH2:38][C:39]3[CH:44]=[CH:43][CH:42]=[CH:41][CH:40]=3)=[CH:33][CH:32]=2)=[C:13]([C:22]2[CH:27]=[CH:26][C:25]([F:28])=[CH:24][CH:23]=2)[C:14]=1[C:15]1[CH:20]=[CH:19][C:18]([F:21])=[CH:17][CH:16]=1.C(O)C.O.[OH-].[Na+:57]. Product: [Na+:57].[CH2:38]([O:37][C:34]1[CH:33]=[CH:32][C:31]([NH:30][C:29]([C:12]2[N:11]([CH:46]([CH3:48])[CH3:47])[C:10]([CH2:9][CH2:8][C@H:7]([OH:49])[CH2:6][C@@H:5]([OH:50])[CH2:4][C:3]([O-:51])=[O:2])=[C:14]([C:15]3[CH:16]=[CH:17][C:18]([F:21])=[CH:19][CH:20]=3)[C:13]=2[C:22]2[CH:23]=[CH:24][C:25]([F:28])=[CH:26][CH:27]=2)=[O:45])=[CH:36][CH:35]=1)[C:39]1[CH:40]=[CH:41][CH:42]=[CH:43][CH:44]=1. The catalyst class is: 100. (4) Reactant: [CH3:1][O:2][C:3]1[CH:8]=[CH:7][C:6]([CH2:9][C:10]([NH:12]/[N:13]=[C:14]2\[NH:15][C:16](=[O:28])[C:17]3[NH:18][CH:19]=[N:20][C:21]=3[N:22]\2[CH2:23][CH2:24][CH2:25][CH2:26][CH3:27])=O)=[CH:5][CH:4]=1. Product: [CH3:1][O:2][C:3]1[CH:8]=[CH:7][C:6]([CH2:9][C:10]2[N:15]3[C:16](=[O:28])[C:17]4[NH:18][CH:19]=[N:20][C:21]=4[N:22]([CH2:23][CH2:24][CH2:25][CH2:26][CH3:27])[C:14]3=[N:13][N:12]=2)=[CH:5][CH:4]=1. The catalyst class is: 11. (5) Product: [C:9]([O:8][C:7]([NH:1][CH2:2][CH2:3][CH2:4][CH2:5][OH:6])=[O:13])([CH3:12])([CH3:11])[CH3:10]. The catalyst class is: 5. Reactant: [NH2:1][CH2:2][CH2:3][CH2:4][CH2:5][OH:6].[C:7](=O)([O:13]C(C)(C)C)[O:8][C:9]([CH3:12])([CH3:11])[CH3:10].